This data is from NCI-60 drug combinations with 297,098 pairs across 59 cell lines. The task is: Regression. Given two drug SMILES strings and cell line genomic features, predict the synergy score measuring deviation from expected non-interaction effect. (1) Drug 1: CC1=CC2C(CCC3(C2CCC3(C(=O)C)OC(=O)C)C)C4(C1=CC(=O)CC4)C. Drug 2: CS(=O)(=O)CCNCC1=CC=C(O1)C2=CC3=C(C=C2)N=CN=C3NC4=CC(=C(C=C4)OCC5=CC(=CC=C5)F)Cl. Cell line: M14. Synergy scores: CSS=-2.47, Synergy_ZIP=2.79, Synergy_Bliss=3.66, Synergy_Loewe=-0.666, Synergy_HSA=-0.364. (2) Synergy scores: CSS=35.3, Synergy_ZIP=-4.55, Synergy_Bliss=-5.89, Synergy_Loewe=-5.74, Synergy_HSA=-2.20. Cell line: DU-145. Drug 2: CC1C(C(CC(O1)OC2CC(CC3=C2C(=C4C(=C3O)C(=O)C5=CC=CC=C5C4=O)O)(C(=O)C)O)N)O. Drug 1: C1C(C(OC1N2C=C(C(=O)NC2=O)F)CO)O.